This data is from Catalyst prediction with 721,799 reactions and 888 catalyst types from USPTO. The task is: Predict which catalyst facilitates the given reaction. (1) Reactant: [CH:1]1([CH2:6][C@H:7]([N:11]2[CH2:19][C:18]3[C:13](=[CH:14][CH:15]=[CH:16][C:17]=3[C:20]([F:23])([F:22])[F:21])[C:12]2=[O:24])[C:8]([OH:10])=O)[CH2:5][CH2:4][CH2:3][CH2:2]1.[C:25](Cl)(=O)C(Cl)=O.[NH2:31][C:32]1[CH:36]=[CH:35][N:34]([CH2:37][CH2:38][C:39]([OH:41])=[O:40])[N:33]=1.N1[C:47]([CH3:48])=[CH:46]C=CC=1C. Product: [C:47]([O:40][C:39](=[O:41])[CH2:38][CH2:37][N:34]1[CH:35]=[CH:36][C:32]([NH:31][C:8](=[O:10])[C@@H:7]([N:11]2[CH2:19][C:18]3[C:13](=[CH:14][CH:15]=[CH:16][C:17]=3[C:20]([F:21])([F:23])[F:22])[C:12]2=[O:24])[CH2:6][CH:1]2[CH2:2][CH2:3][CH2:4][CH2:5]2)=[N:33]1)([CH3:46])([CH3:48])[CH3:25]. The catalyst class is: 306. (2) Reactant: [Cl:1][C:2]1[CH:3]=[CH:4][C:5]2[O:10][C:9]([C:11]3[CH:16]=[C:15]([Cl:17])[CH:14]=[CH:13][C:12]=3[OH:18])=[N:8][C:7](=O)[C:6]=2[CH:20]=1.C(N(CC)CC)C.Cl.[NH:29]([CH2:31][C:32]([O:34][CH2:35][CH3:36])=[O:33])[NH2:30]. Product: [Cl:1][C:2]1[CH:3]=[CH:4][C:5]([OH:10])=[C:6]([C:7]2[N:8]=[C:9]([C:11]3[CH:16]=[C:15]([Cl:17])[CH:14]=[CH:13][C:12]=3[OH:18])[N:29]([CH2:31][C:32]([O:34][CH2:35][CH3:36])=[O:33])[N:30]=2)[CH:20]=1. The catalyst class is: 8. (3) Product: [C:6]([O:10][C:11](=[O:23])[NH:12][C:13]1[CH:18]=[C:17]([O:19][CH3:20])[CH:16]=[C:15]([O:21][CH3:22])[C:14]=1[CH3:1])([CH3:9])([CH3:8])[CH3:7]. The catalyst class is: 1. Reactant: [C:1]([Li])(C)(C)C.[C:6]([O:10][C:11](=[O:23])[NH:12][C:13]1[CH:18]=[C:17]([O:19][CH3:20])[CH:16]=[C:15]([O:21][CH3:22])[CH:14]=1)([CH3:9])([CH3:8])[CH3:7].CI.CCOC(C)=O. (4) Reactant: [N:1]([CH2:4][C:5]1[CH:28]=[CH:27][C:8]2[C:9]([CH2:12][CH2:13][CH:14]3[CH2:19][CH2:18][N:17]([C:20]([O:22][C:23]([CH3:26])([CH3:25])[CH3:24])=[O:21])[CH2:16][CH2:15]3)=[N:10][O:11][C:7]=2[C:6]=1[CH2:29][O:30][CH:31]1[CH2:36][CH2:35][CH2:34][CH2:33][O:32]1)=[N+]=[N-].C1(P(C2C=CC=CC=2)C2C=CC=CC=2)C=CC=CC=1.N. Product: [NH2:1][CH2:4][C:5]1[CH:28]=[CH:27][C:8]2[C:9]([CH2:12][CH2:13][CH:14]3[CH2:15][CH2:16][N:17]([C:20]([O:22][C:23]([CH3:25])([CH3:26])[CH3:24])=[O:21])[CH2:18][CH2:19]3)=[N:10][O:11][C:7]=2[C:6]=1[CH2:29][O:30][CH:31]1[CH2:36][CH2:35][CH2:34][CH2:33][O:32]1. The catalyst class is: 7.